From a dataset of Peptide-MHC class I binding affinity with 185,985 pairs from IEDB/IMGT. Regression. Given a peptide amino acid sequence and an MHC pseudo amino acid sequence, predict their binding affinity value. This is MHC class I binding data. (1) The peptide sequence is RTLDKVLEV. The MHC is HLA-C15:02 with pseudo-sequence HLA-C15:02. The binding affinity (normalized) is 0.573. (2) The peptide sequence is RLLIWAYLSK. The MHC is HLA-A02:01 with pseudo-sequence HLA-A02:01. The binding affinity (normalized) is 0.213. (3) The peptide sequence is AVEVGSIRCV. The MHC is HLA-A02:02 with pseudo-sequence HLA-A02:02. The binding affinity (normalized) is 0.169. (4) The peptide sequence is SDYLELDAI. The MHC is Mamu-B01 with pseudo-sequence Mamu-B01. The binding affinity (normalized) is 1.00. (5) The peptide sequence is SPMLYQLLEA. The MHC is HLA-B54:01 with pseudo-sequence HLA-B54:01. The binding affinity (normalized) is 0.799. (6) The peptide sequence is VELQIGWTV. The MHC is HLA-B08:03 with pseudo-sequence HLA-B08:03. The binding affinity (normalized) is 0.0847. (7) The peptide sequence is RFRCVGPAP. The MHC is HLA-B08:02 with pseudo-sequence HLA-B08:02. The binding affinity (normalized) is 0.0847. (8) The peptide sequence is PFLVPFVVF. The MHC is HLA-A23:01 with pseudo-sequence HLA-A23:01. The binding affinity (normalized) is 0.529. (9) The peptide sequence is RLMPDFWEF. The MHC is HLA-A23:01 with pseudo-sequence HLA-A23:01. The binding affinity (normalized) is 1.00. (10) The peptide sequence is TSVDIETAIR. The MHC is HLA-A11:01 with pseudo-sequence HLA-A11:01. The binding affinity (normalized) is 0.412.